Dataset: Catalyst prediction with 721,799 reactions and 888 catalyst types from USPTO. Task: Predict which catalyst facilitates the given reaction. (1) Reactant: P(=O)([O-])OC([CH2:12][C:13]1[CH:18]=[CH:17][CH:16]=[CH:15][CH:14]=1)([CH2:12][C:13]1[CH:18]=[CH:17][CH:16]=[CH:15][CH:14]=1)O.N1[C:26]([CH3:27])=[CH:25][CH:24]=[CH:23][C:22]=1[CH3:28].FC(F)(F)S(OS(C(F)(F)F)(=O)=O)(=O)=[O:32]. Product: [CH2:28]([O:32][CH2:12][C:13]1[CH:14]=[CH:15][CH:16]=[CH:17][CH:18]=1)[C:22]1[CH:27]=[CH:26][CH:25]=[CH:24][CH:23]=1. The catalyst class is: 2. (2) Reactant: Br[C:2]1[CH:10]=[CH:9][CH:8]=[C:7]2[C:3]=1[C:4]1([C:20]3=[CH:21][C:22]4[O:26][CH2:25][O:24][C:23]=4[CH:27]=[C:19]3[O:18][CH2:17]1)[C:5](=[O:16])[N:6]2[CH2:11][CH2:12][CH2:13][CH2:14][CH3:15].[NH2:28][C:29]1[CH:30]=[CH:31][C:32]([O:35][CH3:36])=[N:33][CH:34]=1.C1C=CC(P(C2C(C3C(P(C4C=CC=CC=4)C4C=CC=CC=4)=CC=C4C=3C=CC=C4)=C3C(C=CC=C3)=CC=2)C2C=CC=CC=2)=CC=1.C[O-].[Na+]. Product: [CH3:36][O:35][C:32]1[N:33]=[CH:34][C:29]([NH:28][C:2]2[CH:10]=[CH:9][CH:8]=[C:7]3[C:3]=2[C:4]2([C:20]4=[CH:21][C:22]5[O:26][CH2:25][O:24][C:23]=5[CH:27]=[C:19]4[O:18][CH2:17]2)[C:5](=[O:16])[N:6]3[CH2:11][CH2:12][CH2:13][CH2:14][CH3:15])=[CH:30][CH:31]=1. The catalyst class is: 110.